Task: Predict the reactants needed to synthesize the given product.. Dataset: Full USPTO retrosynthesis dataset with 1.9M reactions from patents (1976-2016) Given the product [C:1]([O:5][C:6]([NH:8][C@@H:9]([CH2:14][C:15]1[CH:16]=[CH:17][CH:18]=[CH:19][CH:20]=1)[C@H:10]([OH:13])[CH2:11][Cl:12])=[O:7])([CH3:4])([CH3:2])[CH3:3], predict the reactants needed to synthesize it. The reactants are: [C:1]([O:5][C:6]([NH:8][C@@H:9]([CH2:14][C:15]1[CH:20]=[CH:19][CH:18]=[CH:17][CH:16]=1)[C:10](=[O:13])[CH2:11][Cl:12])=[O:7])([CH3:4])([CH3:3])[CH3:2].C(O)=O.C(N(CC)CC)C.